From a dataset of Full USPTO retrosynthesis dataset with 1.9M reactions from patents (1976-2016). Predict the reactants needed to synthesize the given product. Given the product [CH:28]1([NH:31][S:24]([C:23]2[CH:22]=[N:21][N:10]3[C:11]([NH:12][C:13]4[CH:18]=[CH:17][C:16]([F:19])=[CH:15][C:14]=4[CH3:20])=[C:6]([C:4]([O:3][CH2:1][CH3:2])=[O:5])[CH:7]=[N:8][C:9]=23)(=[O:26])=[O:27])[CH2:30][CH2:29]1, predict the reactants needed to synthesize it. The reactants are: [CH2:1]([O:3][C:4]([C:6]1[CH:7]=[N:8][C:9]2[N:10]([N:21]=[CH:22][C:23]=2[S:24]([OH:27])(=[O:26])=O)[C:11]=1[NH:12][C:13]1[CH:18]=[CH:17][C:16]([F:19])=[CH:15][C:14]=1[CH3:20])=[O:5])[CH3:2].[CH:28]1([NH2:31])[CH2:30][CH2:29]1.